Dataset: Forward reaction prediction with 1.9M reactions from USPTO patents (1976-2016). Task: Predict the product of the given reaction. Given the reactants [C:1]1([NH:11][C:12](=[O:14])[CH3:13])[C:10]2[CH2:9][CH2:8][CH2:7][CH2:6][C:5]=2[CH:4]=[CH:3][CH:2]=1.[Br:15]Br, predict the reaction product. The product is: [Br:15][C:4]1[C:5]2[CH2:6][CH2:7][CH2:8][CH2:9][C:10]=2[C:1]([NH:11][C:12](=[O:14])[CH3:13])=[CH:2][CH:3]=1.